From a dataset of Catalyst prediction with 721,799 reactions and 888 catalyst types from USPTO. Predict which catalyst facilitates the given reaction. Reactant: [F:1][C:2]1[CH:3]=[C:4]([NH2:21])[CH:5]=[CH:6][C:7]=1[O:8][C:9]1[C:10]2[N:17]([CH2:18][O:19][CH3:20])[CH:16]=[CH:15][C:11]=2[N:12]=[CH:13][N:14]=1.[C:22]1([CH2:28][C:29]([N:31]=[C:32]=[S:33])=[O:30])[CH:27]=[CH:26][CH:25]=[CH:24][CH:23]=1. Product: [F:1][C:2]1[CH:3]=[C:4]([NH:21][C:32]([NH:31][C:29](=[O:30])[CH2:28][C:22]2[CH:23]=[CH:24][CH:25]=[CH:26][CH:27]=2)=[S:33])[CH:5]=[CH:6][C:7]=1[O:8][C:9]1[C:10]2[N:17]([CH2:18][O:19][CH3:20])[CH:16]=[CH:15][C:11]=2[N:12]=[CH:13][N:14]=1. The catalyst class is: 1.